This data is from Peptide-MHC class II binding affinity with 134,281 pairs from IEDB. The task is: Regression. Given a peptide amino acid sequence and an MHC pseudo amino acid sequence, predict their binding affinity value. This is MHC class II binding data. (1) The peptide sequence is RLVEGVLAEIDDVCL. The binding affinity (normalized) is 0. The MHC is DRB1_1101 with pseudo-sequence DRB1_1101. (2) The peptide sequence is RRTAPPSLYGRYNCK. The MHC is DRB1_0101 with pseudo-sequence DRB1_0101. The binding affinity (normalized) is 0.270.